Regression. Given a peptide amino acid sequence and an MHC pseudo amino acid sequence, predict their binding affinity value. This is MHC class I binding data. From a dataset of Peptide-MHC class I binding affinity with 185,985 pairs from IEDB/IMGT. (1) The MHC is Mamu-A07 with pseudo-sequence Mamu-A07. The peptide sequence is NHINVEFSL. The binding affinity (normalized) is 0.942. (2) The peptide sequence is QENEIYTYF. The MHC is HLA-B27:05 with pseudo-sequence HLA-B27:05. The binding affinity (normalized) is 0.0847.